Dataset: Forward reaction prediction with 1.9M reactions from USPTO patents (1976-2016). Task: Predict the product of the given reaction. (1) Given the reactants [N:1]1([CH2:6][CH2:7][O:8][C:9]2[CH:10]=[C:11]3[C:16](=[CH:17][CH:18]=2)[C:15](=[O:19])[CH2:14][CH2:13][CH2:12]3)[CH:5]=[CH:4][N:3]=[CH:2]1.[C:20]1([CH:30]=O)[C:29]2[C:24](=[CH:25][CH:26]=[CH:27][CH:28]=2)[CH:23]=[CH:22][CH:21]=1, predict the reaction product. The product is: [N:1]1([CH2:6][CH2:7][O:8][C:9]2[CH:10]=[C:11]3[C:16](=[CH:17][CH:18]=2)[C:15](=[O:19])[C:14](=[CH:30][C:20]2[C:29]4[C:24](=[CH:25][CH:26]=[CH:27][CH:28]=4)[CH:23]=[CH:22][CH:21]=2)[CH2:13][CH2:12]3)[CH:5]=[CH:4][N:3]=[CH:2]1. (2) Given the reactants Cl[C:2]1[N:3]=[CH:4][C:5](I)=[C:6]2[C:11]=1[N:10]=[C:9]([CH3:12])[CH:8]=[CH:7]2.[N:14]1[CH:19]=[CH:18][CH:17]=[C:16](B(O)O)[CH:15]=1.[NH2:23][C:24]1[S:25][CH:26]=[C:27]([CH3:29])[N:28]=1, predict the reaction product. The product is: [CH3:12][C:9]1[CH:8]=[CH:7][C:6]2[C:11](=[C:2]([NH:23][C:24]3[S:25][CH:26]=[C:27]([CH3:29])[N:28]=3)[N:3]=[CH:4][C:5]=2[C:16]2[CH:15]=[N:14][CH:19]=[CH:18][CH:17]=2)[N:10]=1.